From a dataset of Reaction yield outcomes from USPTO patents with 853,638 reactions. Predict the reaction yield, written as a fraction of the theoretical maximum amount of product (1.0 means a 100% yield; for example, 0.34 means a 34% yield). (1) The reactants are O1CCCC1.[F:6][C:7]1[CH:25]=[CH:24][C:10]([CH2:11][O:12][C:13]2[N:18]=[CH:17][C:16]([CH2:19][C:20](Cl)=[N:21][OH:22])=[CH:15][CH:14]=2)=[CH:9][CH:8]=1.[C:26]([C:28]1[C:29]([NH2:35])=[N:30][C:31]([NH2:34])=[CH:32][CH:33]=1)#[CH:27].C(N(CC)CC)C. The catalyst is O. The product is [F:6][C:7]1[CH:25]=[CH:24][C:10]([CH2:11][O:12][C:13]2[N:18]=[CH:17][C:16]([CH2:19][C:20]3[CH:27]=[C:26]([C:28]4[C:29]([NH2:35])=[N:30][C:31]([NH2:34])=[CH:32][CH:33]=4)[O:22][N:21]=3)=[CH:15][CH:14]=2)=[CH:9][CH:8]=1. The yield is 0.765. (2) The reactants are [N:1]1[CH:6]=[CH:5][CH:4]=[C:3]([CH:7]=O)[CH:2]=1.[CH3:9][O:10][C:11](=[O:28])[C:12]1[C:13](=[C:18]([NH:22]CCCCC)[CH:19]=[CH:20][CH:21]=1)[C:14]([O:16][CH3:17])=[O:15]. The product is [CH3:9][O:10][C:11](=[O:28])[C:12]1[C:13](=[C:18]([NH:22][CH2:7][C:3]2[CH:2]=[N:1][CH:6]=[CH:5][CH:4]=2)[CH:19]=[CH:20][CH:21]=1)[C:14]([O:16][CH3:17])=[O:15]. The yield is 0.610. The catalyst is C(OCC)C. (3) The reactants are Cl[CH2:2][CH2:3][CH2:4][N:5]1[C:10]2[CH:11]=[C:12]([O:15][CH3:16])[CH:13]=[CH:14][C:9]=2[O:8][CH2:7][C:6]1=[O:17].C([O-])([O-])=O.[K+].[K+].[Na+].[I-].[CH2:26]([CH:30]1[CH2:35][CH2:34][NH:33][CH2:32][CH2:31]1)[CH2:27][CH2:28][CH3:29]. The catalyst is CCCCCCC.CCOC(C)=O. The product is [CH2:26]([CH:30]1[CH2:35][CH2:34][N:33]([CH2:2][CH2:3][CH2:4][N:5]2[C:10]3[CH:11]=[C:12]([O:15][CH3:16])[CH:13]=[CH:14][C:9]=3[O:8][CH2:7][C:6]2=[O:17])[CH2:32][CH2:31]1)[CH2:27][CH2:28][CH3:29]. The yield is 0.850. (4) The catalyst is CN(C=O)C.O. The product is [Br:11][C:12]1[CH:19]=[CH:18][C:17]([O:20][C:2]2[CH:7]=[CH:6][C:5]([N+:8]([O-:10])=[O:9])=[CH:4][CH:3]=2)=[CH:16][C:13]=1[CH:14]=[O:15]. The yield is 0.807. The reactants are F[C:2]1[CH:7]=[CH:6][C:5]([N+:8]([O-:10])=[O:9])=[CH:4][CH:3]=1.[Br:11][C:12]1[CH:19]=[CH:18][C:17]([OH:20])=[CH:16][C:13]=1[CH:14]=[O:15].C([O-])([O-])=O.[K+].[K+].CCOC(C)=O. (5) The reactants are [CH3:1][S:2][C:3]1[S:4][C:5]([C:21](O)=[O:22])=[C:6]2[C:20]=1[C:10]1[N:11]=[C:12]([C:14]3[CH:19]=[CH:18][CH:17]=[CH:16][CH:15]=3)[S:13][C:9]=1[CH2:8][CH2:7]2.[C:24](Cl)(=O)[C:25](Cl)=O.C[N:31](C)C=O. The catalyst is O1CCCC1. The product is [CH2:24]([NH:31][C:21]([C:5]1[S:4][C:3]([S:2][CH3:1])=[C:20]2[C:10]3[N:11]=[C:12]([C:14]4[CH:19]=[CH:18][CH:17]=[CH:16][CH:15]=4)[S:13][C:9]=3[CH2:8][CH2:7][C:6]=12)=[O:22])[CH3:25]. The yield is 0.760. (6) The reactants are OO.[OH:3][C:4]1[CH:11]=[CH:10][C:7]([C:8]#[N:9])=[CH:6][C:5]=1[O:12][CH3:13].[OH-].[K+].S([O-])([O-])=[O:17].[Na+].[Na+]. No catalyst specified. The product is [OH:3][C:4]1[CH:11]=[CH:10][C:7]([C:8]([NH2:9])=[O:17])=[CH:6][C:5]=1[O:12][CH3:13]. The yield is 0.762.